This data is from Catalyst prediction with 721,799 reactions and 888 catalyst types from USPTO. The task is: Predict which catalyst facilitates the given reaction. (1) Reactant: [Cl:1][C:2]1[N:3]=[C:4]2[C:9](=[CH:10][CH:11]=1)[N:8]=[CH:7][C:6]([CH:12]=O)=[C:5]2[NH:14][C:15]1[CH:20]=[CH:19][C:18]([C:21]([CH3:25])([CH3:24])[C:22]#[N:23])=[CH:17][CH:16]=1.C(O[C:30](=[O:32])[CH3:31])(=O)C. The catalyst class is: 80. Product: [Cl:1][C:2]1[N:3]=[C:4]2[C:9](=[CH:10][CH:11]=1)[N:8]=[CH:7][C:6]1[CH:12]=[CH:31][C:30](=[O:32])[N:14]([C:15]3[CH:20]=[CH:19][C:18]([C:21]([CH3:25])([CH3:24])[C:22]#[N:23])=[CH:17][CH:16]=3)[C:5]2=1. (2) Reactant: [F:1][C:2]1[CH:37]=[CH:36][C:5]([CH2:6][C:7]2([C:32](OC)=[O:33])[CH2:12][CH2:11][CH2:10][CH:9]([NH:13][C:14]([C:16]3[CH:17]=[C:18]4[C:22](=[CH:23][CH:24]=3)[NH:21][N:20]=[C:19]4[C:25]3[CH:30]=[CH:29][N:28]=[C:27]([CH3:31])[CH:26]=3)=[O:15])[CH2:8]2)=[CH:4][CH:3]=1.[H-].[Al+3].[Li+].[H-].[H-].[H-]. Product: [F:1][C:2]1[CH:37]=[CH:36][C:5]([CH2:6][C:7]2([CH2:32][OH:33])[CH2:12][CH2:11][CH2:10][CH:9]([NH:13][C:14]([C:16]3[CH:17]=[C:18]4[C:22](=[CH:23][CH:24]=3)[NH:21][N:20]=[C:19]4[C:25]3[CH:30]=[CH:29][N:28]=[C:27]([CH3:31])[CH:26]=3)=[O:15])[CH2:8]2)=[CH:4][CH:3]=1. The catalyst class is: 7. (3) The catalyst class is: 1. Reactant: [Cl:1][C:2]1[C:7]([Cl:8])=[CH:6][CH:5]=[CH:4][C:3]=1[NH:9][C:10](=[O:46])[NH:11][C:12]1[N:16]([C:17]2[CH:18]=[C:19]3[C:24](=[CH:25][CH:26]=2)[CH2:23][N:22](C(OC(C)(C)C)=O)[CH:21]([C:34]([O:36]CC)=[O:35])[CH2:20]3)[N:15]=[C:14]([C:39]2[CH:44]=[CH:43][CH:42]=[CH:41][C:40]=2[F:45])[CH:13]=1.Cl. Product: [ClH:1].[Cl:1][C:2]1[C:7]([Cl:8])=[CH:6][CH:5]=[CH:4][C:3]=1[NH:9][C:10](=[O:46])[NH:11][C:12]1[N:16]([C:17]2[CH:18]=[C:19]3[C:24](=[CH:25][CH:26]=2)[CH2:23][NH:22][CH:21]([C:34]([OH:36])=[O:35])[CH2:20]3)[N:15]=[C:14]([C:39]2[CH:44]=[CH:43][CH:42]=[CH:41][C:40]=2[F:45])[CH:13]=1. (4) Reactant: CN(C)[CH:3]=[CH:4][C:5]([C:7]1[C:8]([CH3:16])=[C:9]([C:14]#[N:15])[N:10]([CH3:13])[C:11]=1[CH3:12])=O.[N+]([O-])(O)=O.[CH3:22][N:23]([CH3:34])[C:24]1[CH:29]=[CH:28][C:27]([NH:30][C:31]([NH2:33])=[NH:32])=[CH:26][CH:25]=1.C(=O)([O-])[O-].[K+].[K+]. Product: [CH3:22][N:23]([CH3:34])[C:24]1[CH:25]=[CH:26][C:27]([NH:30][C:31]2[N:33]=[C:5]([C:7]3[C:8]([CH3:16])=[C:9]([C:14]#[N:15])[N:10]([CH3:13])[C:11]=3[CH3:12])[CH:4]=[CH:3][N:32]=2)=[CH:28][CH:29]=1. The catalyst class is: 141. (5) Reactant: [NH2:1][CH:2]1[CH2:7][CH2:6][N:5]([CH2:8][CH:9]2[N:19]3[C:20]4[N:11]([C:12](=[O:22])[CH:13]=[CH:14][C:15]=4[N:16]=[CH:17][C:18]3=[O:21])[CH2:10]2)[CH2:4][CH2:3]1.C([O-])([O-])=O.[K+].[K+].Br[CH2:30][C:31]1[N:32]=[N:33][C:34]([C:37]([F:40])([F:39])[F:38])=[CH:35][CH:36]=1.CO. Product: [F:40][C:37]([F:38])([F:39])[C:34]1[N:33]=[N:32][C:31]([CH2:30][NH:1][CH:2]2[CH2:7][CH2:6][N:5]([CH2:8][CH:9]3[N:19]4[C:20]5[N:11]([C:12](=[O:22])[CH:13]=[CH:14][C:15]=5[N:16]=[CH:17][C:18]4=[O:21])[CH2:10]3)[CH2:4][CH2:3]2)=[CH:36][CH:35]=1. The catalyst class is: 23. (6) Reactant: [C:1]([O:5][C:6]([N:8]1[CH2:13][CH2:12][N:11]([C:14]2[N:19]=[CH:18][C:17]([C:20]3[N:25]4[CH:26]=[C:27]([C:29](OCC)=[O:30])[N:28]=[C:24]4[C:23]([N:34]4[CH2:39][CH2:38][S:37](=[O:41])(=[O:40])[CH2:36][CH2:35]4)=[N:22][CH:21]=3)=[CH:16][CH:15]=2)[CH2:10][CH2:9]1)=[O:7])([CH3:4])([CH3:3])[CH3:2].[H-].[H-].[H-].[H-].[Li+].[Al+3].[NH4+].[Cl-]. Product: [O:41]=[S:37]1(=[O:40])[CH2:38][CH2:39][N:34]([C:23]2[C:24]3[N:25]([CH:26]=[C:27]([CH2:29][OH:30])[N:28]=3)[C:20]([C:17]3[CH:16]=[CH:15][C:14]([N:11]4[CH2:10][CH2:9][N:8]([C:6]([O:5][C:1]([CH3:2])([CH3:3])[CH3:4])=[O:7])[CH2:13][CH2:12]4)=[N:19][CH:18]=3)=[CH:21][N:22]=2)[CH2:35][CH2:36]1. The catalyst class is: 1.